This data is from Merck oncology drug combination screen with 23,052 pairs across 39 cell lines. The task is: Regression. Given two drug SMILES strings and cell line genomic features, predict the synergy score measuring deviation from expected non-interaction effect. (1) Drug 1: C#Cc1cccc(Nc2ncnc3cc(OCCOC)c(OCCOC)cc23)c1. Drug 2: CC(C)CC(NC(=O)C(Cc1ccccc1)NC(=O)c1cnccn1)B(O)O. Cell line: CAOV3. Synergy scores: synergy=-18.4. (2) Cell line: MSTO. Synergy scores: synergy=21.8. Drug 1: CC(C)CC(NC(=O)C(Cc1ccccc1)NC(=O)c1cnccn1)B(O)O. Drug 2: CCC1(O)C(=O)OCc2c1cc1n(c2=O)Cc2cc3c(CN(C)C)c(O)ccc3nc2-1. (3) Drug 1: CCC1=CC2CN(C1)Cc1c([nH]c3ccccc13)C(C(=O)OC)(c1cc3c(cc1OC)N(C)C1C(O)(C(=O)OC)C(OC(C)=O)C4(CC)C=CCN5CCC31C54)C2. Drug 2: Cn1c(=O)n(-c2ccc(C(C)(C)C#N)cc2)c2c3cc(-c4cnc5ccccc5c4)ccc3ncc21. Cell line: UACC62. Synergy scores: synergy=28.0.